Dataset: NCI-60 drug combinations with 297,098 pairs across 59 cell lines. Task: Regression. Given two drug SMILES strings and cell line genomic features, predict the synergy score measuring deviation from expected non-interaction effect. Synergy scores: CSS=-1.01, Synergy_ZIP=-8.33, Synergy_Bliss=-17.3, Synergy_Loewe=-30.1, Synergy_HSA=-18.1. Drug 2: C1=NC2=C(N1)C(=S)N=CN2. Drug 1: CC12CCC(CC1=CCC3C2CCC4(C3CC=C4C5=CN=CC=C5)C)O. Cell line: NCI-H226.